From a dataset of Peptide-MHC class II binding affinity with 134,281 pairs from IEDB. Regression. Given a peptide amino acid sequence and an MHC pseudo amino acid sequence, predict their binding affinity value. This is MHC class II binding data. (1) The peptide sequence is GGNGVVRVWDVKDPS. The MHC is DRB1_0101 with pseudo-sequence DRB1_0101. The binding affinity (normalized) is 0.205. (2) The peptide sequence is VAIDRPAEVRKVCYN. The MHC is DRB3_0101 with pseudo-sequence DRB3_0101. The binding affinity (normalized) is 0.669. (3) The binding affinity (normalized) is 0.459. The MHC is HLA-DQA10501-DQB10201 with pseudo-sequence HLA-DQA10501-DQB10201. The peptide sequence is AFIQDGDNLFPKV. (4) The peptide sequence is LRLSSLMPCQAPRKS. The MHC is DRB1_0701 with pseudo-sequence DRB1_0701. The binding affinity (normalized) is 0.549. (5) The peptide sequence is KPTGAGPKDNGGACG. The MHC is HLA-DPA10301-DPB10402 with pseudo-sequence HLA-DPA10301-DPB10402. The binding affinity (normalized) is 0. (6) The peptide sequence is KIGDDATLSCNRN. The MHC is HLA-DPA10301-DPB10402 with pseudo-sequence HLA-DPA10301-DPB10402. The binding affinity (normalized) is 0.0522. (7) The peptide sequence is ISFCNANPGLMKDVA. The MHC is HLA-DQA10501-DQB10301 with pseudo-sequence HLA-DQA10501-DQB10301. The binding affinity (normalized) is 0.574. (8) The peptide sequence is KVPPGPNITATYGDK. The MHC is HLA-DPA10201-DPB10501 with pseudo-sequence HLA-DPA10201-DPB10501. The binding affinity (normalized) is 0. (9) The peptide sequence is AFVVAATAANAAPAN. The MHC is DRB1_0901 with pseudo-sequence DRB1_0901. The binding affinity (normalized) is 0.588.